This data is from M1 muscarinic receptor antagonist screen with 61,756 compounds. The task is: Binary Classification. Given a drug SMILES string, predict its activity (active/inactive) in a high-throughput screening assay against a specified biological target. The molecule is O(C(=O)C1(N(C(=O)c2c(N1)cccc2)c1c(cccc1)C)C)C. The result is 0 (inactive).